Dataset: Full USPTO retrosynthesis dataset with 1.9M reactions from patents (1976-2016). Task: Predict the reactants needed to synthesize the given product. (1) Given the product [Cl:15][C:14]1[C:5]([CH2:4][C:3]([NH2:21])=[O:2])=[C:6]2[C:11](=[CH:12][CH:13]=1)[CH:10]=[N:9][C:8]([CH2:16][N:17]([CH3:19])[CH3:18])=[CH:7]2, predict the reactants needed to synthesize it. The reactants are: C[O:2][C:3](=O)[CH2:4][C:5]1[C:14]([Cl:15])=[CH:13][CH:12]=[C:11]2[C:6]=1[CH:7]=[C:8]([CH2:16][N:17]([CH3:19])[CH3:18])[N:9]=[CH:10]2.[NH3:21]. (2) Given the product [Cl:1][C:2]1[N:3]=[N:4][C:5]([C:8]2[CH:13]=[CH:12][CH:11]=[C:10]([NH2:14])[CH:9]=2)=[CH:6][CH:7]=1, predict the reactants needed to synthesize it. The reactants are: [Cl:1][C:2]1[N:3]=[N:4][C:5]([C:8]2[CH:13]=[CH:12][CH:11]=[C:10]([N+:14]([O-])=O)[CH:9]=2)=[CH:6][CH:7]=1. (3) Given the product [OH:38][C:24]1[CH:25]=[CH:26][C:27]([C:2]2[N:7]=[C:6]([O:8][C@@H:9]([C@H:11]3[CH2:15][NH:14][C:13](=[O:16])[CH2:12]3)[CH3:10])[C:5]3=[CH:17][N:18]([CH3:20])[N:19]=[C:4]3[CH:3]=2)=[CH:28][C:23]=1[O:22][CH3:21], predict the reactants needed to synthesize it. The reactants are: Cl[C:2]1[N:7]=[C:6]([O:8][C@@H:9]([C@H:11]2[CH2:15][NH:14][C:13](=[O:16])[CH2:12]2)[CH3:10])[C:5]2=[CH:17][N:18]([CH3:20])[N:19]=[C:4]2[CH:3]=1.[CH3:21][O:22][C:23]1[CH:28]=[C:27](B2OC(C)(C)C(C)(C)O2)[CH:26]=[CH:25][C:24]=1[OH:38].C(=O)([O-])[O-].[Na+].[Na+]. (4) Given the product [NH:8]1[CH2:13][CH2:12][CH:11]([N:14]2[C:18]3[CH:19]=[CH:20][C:21]([F:23])=[CH:22][C:17]=3[N:16]=[C:15]2[C:24]([F:30])([F:29])[C:25]([F:28])([F:27])[F:26])[CH2:10][CH2:9]1, predict the reactants needed to synthesize it. The reactants are: C([N:8]1[CH2:13][CH2:12][CH:11]([N:14]2[C:18]3[CH:19]=[CH:20][C:21]([F:23])=[CH:22][C:17]=3[N:16]=[C:15]2[C:24]([F:30])([F:29])[C:25]([F:28])([F:27])[F:26])[CH2:10][CH2:9]1)C1C=CC=CC=1.